Dataset: Peptide-MHC class II binding affinity with 134,281 pairs from IEDB. Task: Regression. Given a peptide amino acid sequence and an MHC pseudo amino acid sequence, predict their binding affinity value. This is MHC class II binding data. (1) The peptide sequence is GPKDNGGACGYKDVD. The MHC is HLA-DPA10301-DPB10402 with pseudo-sequence HLA-DPA10301-DPB10402. The binding affinity (normalized) is 0.205. (2) The peptide sequence is DDIKATYDKGILTVS. The MHC is HLA-DPA10201-DPB10101 with pseudo-sequence HLA-DPA10201-DPB10101. The binding affinity (normalized) is 0.274. (3) The peptide sequence is DENPYKTWAYHGSYEVK. The MHC is DRB1_0101 with pseudo-sequence DRB1_0101. The binding affinity (normalized) is 0.519. (4) The peptide sequence is VILKDGPERVILAGP. The binding affinity (normalized) is 0.485. The MHC is DRB1_0301 with pseudo-sequence DRB1_0301. (5) The peptide sequence is DMGQGILHNASDFYG. The MHC is DRB1_0101 with pseudo-sequence DRB1_0101. The binding affinity (normalized) is 0.0699. (6) The peptide sequence is DCISIGPGSTGLNIT. The MHC is HLA-DQA10104-DQB10503 with pseudo-sequence HLA-DQA10104-DQB10503. The binding affinity (normalized) is 0.185.